From a dataset of Full USPTO retrosynthesis dataset with 1.9M reactions from patents (1976-2016). Predict the reactants needed to synthesize the given product. (1) Given the product [CH2:1]([N:8]1[CH2:9][CH2:10][N:11]([C:14]2[CH:15]=[CH:16][C:17]([OH:24])=[C:18]([CH:23]=2)[C:19]([O:21][CH3:22])=[O:20])[CH2:12][CH2:13]1)[C:2]1[CH:3]=[CH:4][CH:5]=[CH:6][CH:7]=1, predict the reactants needed to synthesize it. The reactants are: [CH2:1]([N:8]1[CH2:13][CH2:12][N:11]([C:14]2[CH:15]=[CH:16][C:17]([O:24]COC)=[C:18]([CH:23]=2)[C:19]([O:21][CH3:22])=[O:20])[CH2:10][CH2:9]1)[C:2]1[CH:7]=[CH:6][CH:5]=[CH:4][CH:3]=1.Cl. (2) Given the product [CH2:22]([O:21][C:19]([N:16]1[CH2:17][CH2:18][CH:13]([CH2:12][NH:11][C:2]2[CH:7]=[CH:6][N:5]=[C:4]([C:8]([OH:10])=[O:9])[CH:3]=2)[CH2:14][CH2:15]1)=[O:20])[C:23]1[CH:28]=[CH:27][CH:26]=[CH:25][CH:24]=1, predict the reactants needed to synthesize it. The reactants are: Cl[C:2]1[CH:7]=[CH:6][N:5]=[C:4]([C:8]([OH:10])=[O:9])[CH:3]=1.[NH2:11][CH2:12][CH:13]1[CH2:18][CH2:17][N:16]([C:19]([O:21][CH2:22][C:23]2[CH:28]=[CH:27][CH:26]=[CH:25][CH:24]=2)=[O:20])[CH2:15][CH2:14]1. (3) Given the product [CH3:24][C:22]1[N:23]=[C:18]([N:1]2[CH2:2][CH2:3][CH:4]([N:7]3[C:15]4[C:10](=[N:11][CH:12]=[CH:13][CH:14]=4)[NH:9][C:8]3=[O:16])[CH2:5][CH2:6]2)[CH:19]=[C:20]([O:25][C:26]2[CH:35]=[C:34]([CH3:36])[C:29]3[NH:30][C:31](=[O:33])[O:32][C:28]=3[CH:27]=2)[N:21]=1, predict the reactants needed to synthesize it. The reactants are: [NH:1]1[CH2:6][CH2:5][CH:4]([N:7]2[C:15]3[C:10](=[N:11][CH:12]=[CH:13][CH:14]=3)[NH:9][C:8]2=[O:16])[CH2:3][CH2:2]1.Cl[C:18]1[N:23]=[C:22]([CH3:24])[N:21]=[C:20]([O:25][C:26]2[CH:35]=[C:34]([CH3:36])[C:29]3[NH:30][C:31](=[O:33])[O:32][C:28]=3[CH:27]=2)[CH:19]=1.CCN(C(C)C)C(C)C. (4) Given the product [F:30][C:21]1[C:20]([CH2:31][N:32]([CH3:40])[C:33](=[O:39])[O:34][C:35]([CH3:36])([CH3:37])[CH3:38])=[CH:19][N:18]([S:15]([C:12]2[CH:11]=[CH:10][C:9]([OH:8])=[CH:14][CH:13]=2)(=[O:16])=[O:17])[C:22]=1[C:23]1[C:24]([F:29])=[N:25][CH:26]=[CH:27][CH:28]=1, predict the reactants needed to synthesize it. The reactants are: C([O:8][C:9]1[CH:14]=[CH:13][C:12]([S:15]([N:18]2[C:22]([C:23]3[C:24]([F:29])=[N:25][CH:26]=[CH:27][CH:28]=3)=[C:21]([F:30])[C:20]([CH2:31][N:32]([CH3:40])[C:33](=[O:39])[O:34][C:35]([CH3:38])([CH3:37])[CH3:36])=[CH:19]2)(=[O:17])=[O:16])=[CH:11][CH:10]=1)C1C=CC=CC=1. (5) Given the product [CH:1]1[C:13]2[CH:12]([CH2:14][O:15][C:16](=[O:29])[NH:17][CH2:18][CH:19]([OH:28])[CH:20]([OH:27])[CH:21]([OH:26])[CH:22]([OH:25])[CH2:23][O:24][C:36]([C:35]3[CH:52]=[CH:53][C:32]([O:31][CH3:30])=[CH:33][CH:34]=3)([C:37]3[CH:42]=[CH:41][C:40]([O:43][CH3:44])=[CH:39][CH:38]=3)[C:45]3[CH:46]=[CH:47][CH:48]=[CH:49][CH:50]=3)[C:11]3[C:6](=[CH:7][CH:8]=[CH:9][CH:10]=3)[C:5]=2[CH:4]=[CH:3][CH:2]=1, predict the reactants needed to synthesize it. The reactants are: [CH:1]1[C:13]2[CH:12]([CH2:14][O:15][C:16](=[O:29])[NH:17][CH2:18][CH:19]([OH:28])[CH:20]([OH:27])[CH:21]([OH:26])[CH:22]([OH:25])[CH2:23][OH:24])[C:11]3[C:6](=[CH:7][CH:8]=[CH:9][CH:10]=3)[C:5]=2[CH:4]=[CH:3][CH:2]=1.[CH3:30][O:31][C:32]1[CH:53]=[CH:52][C:35]([C:36](Cl)([C:45]2[CH:50]=[CH:49][CH:48]=[CH:47][CH:46]=2)[C:37]2[CH:42]=[CH:41][C:40]([O:43][CH3:44])=[CH:39][CH:38]=2)=[CH:34][CH:33]=1.CN(C1C=CC=CN=1)C. (6) The reactants are: [N:1]1[CH:6]=[CH:5][C:4]([N:7]2[CH2:12][CH2:11][CH:10]([CH2:13][NH2:14])[CH2:9][CH2:8]2)=[CH:3][CH:2]=1.[N+:15]([C:18]1[CH:23]=[CH:22][CH:21]=[CH:20][C:19]=1[N:24]=[C:25]=[O:26])([O-:17])=[O:16]. Given the product [N:1]1[CH:6]=[CH:5][C:4]([N:7]2[CH2:8][CH2:9][CH:10]([CH2:13][NH:14][C:25]([NH:24][C:19]3[CH:20]=[CH:21][CH:22]=[CH:23][C:18]=3[N+:15]([O-:17])=[O:16])=[O:26])[CH2:11][CH2:12]2)=[CH:3][CH:2]=1, predict the reactants needed to synthesize it. (7) Given the product [F:4][C:2]([C:5]1[CH:6]=[C:7]([NH:11][C:12]([N:45]2[CH2:50][CH2:49][N:48]3[N:51]=[CH:52][C:53]([C:54]4[CH:55]=[CH:56][C:57]([F:60])=[CH:58][CH:59]=4)=[C:47]3[CH2:46]2)=[O:14])[CH:8]=[CH:9][CH:10]=1)([F:1])[CH3:3], predict the reactants needed to synthesize it. The reactants are: [F:1][C:2]([C:5]1[CH:6]=[C:7]([NH:11][C:12](=[O:14])[O-])[CH:8]=[CH:9][CH:10]=1)([F:4])[CH3:3].FC(C1C=C(NC(=O)OC2C=CC=CC=2)C=CC=1)(F)C.ClC1N=C(NC([N:45]2[CH2:50][CH2:49][N:48]3[N:51]=[CH:52][C:53]([C:54]4[CH:59]=[CH:58][C:57]([F:60])=[CH:56][CH:55]=4)=[C:47]3[CH2:46]2)=O)C=CC=1F. (8) Given the product [C:31]1([CH2:30][CH2:29][CH2:28][CH:27]([NH:37][C:14]([CH:9]2[CH2:10][CH2:11][CH2:12][CH2:13][N:8]2[C:6]([O:5][C:1]([CH3:2])([CH3:3])[CH3:4])=[O:7])=[O:16])[CH2:26][CH2:25][CH2:24][C:18]2[CH:19]=[CH:20][CH:21]=[CH:22][CH:23]=2)[CH:36]=[CH:35][CH:34]=[CH:33][CH:32]=1, predict the reactants needed to synthesize it. The reactants are: [C:1]([O:5][C:6]([N:8]1[CH2:13][CH2:12][CH2:11][CH2:10][CH:9]1[C:14]([OH:16])=O)=[O:7])([CH3:4])([CH3:3])[CH3:2].Cl.[C:18]1([CH2:24][CH2:25][CH2:26][CH:27]([NH2:37])[CH2:28][CH2:29][CH2:30][C:31]2[CH:36]=[CH:35][CH:34]=[CH:33][CH:32]=2)[CH:23]=[CH:22][CH:21]=[CH:20][CH:19]=1.C(N(C(C)C)CC)(C)C.C1CN([P+](ON2N=NC3C=CC=CC2=3)(N2CCCC2)N2CCCC2)CC1.F[P-](F)(F)(F)(F)F. (9) Given the product [C:8]([C@H:12]1[CH2:17][CH2:16][C@H:15]([O:18][C:19]2[C:20]([C:31]([F:32])([F:33])[F:34])=[C:21]3[C:26](=[CH:27][CH:28]=2)[CH:25]=[C:24]([CH2:29][NH:1][CH2:2][CH2:3][S:4]([OH:7])(=[O:6])=[O:5])[CH:23]=[CH:22]3)[CH2:14][CH2:13]1)([CH3:11])([CH3:9])[CH3:10], predict the reactants needed to synthesize it. The reactants are: [NH2:1][CH2:2][CH2:3][S:4]([OH:7])(=[O:6])=[O:5].[C:8]([C@H:12]1[CH2:17][CH2:16][C@H:15]([O:18][C:19]2[C:20]([C:31]([F:34])([F:33])[F:32])=[C:21]3[C:26](=[CH:27][CH:28]=2)[CH:25]=[C:24]([CH:29]=O)[CH:23]=[CH:22]3)[CH2:14][CH2:13]1)([CH3:11])([CH3:10])[CH3:9].C(O)C.C([BH3-])#N.[Na+]. (10) Given the product [CH2:15]([O:17][CH:18]([O:21][CH2:22][CH3:23])[CH2:19][NH:20][CH:27]1[CH2:28][CH2:29][O:24][CH2:25][CH2:26]1)[CH3:16], predict the reactants needed to synthesize it. The reactants are: C(O[BH-](OC(=O)C)OC(=O)C)(=O)C.[Na+].[CH2:15]([O:17][CH:18]([O:21][CH2:22][CH3:23])[CH2:19][NH2:20])[CH3:16].[O:24]1[CH2:29][CH2:28][C:27](=O)[CH2:26][CH2:25]1.C(=O)(O)[O-].[Na+].